This data is from Forward reaction prediction with 1.9M reactions from USPTO patents (1976-2016). The task is: Predict the product of the given reaction. (1) Given the reactants CC(C)([O-])C.[Na+].[CH3:7][C@H:8]([OH:13])[CH2:9][CH2:10][CH2:11][CH3:12].F[C:15]1[N:23]=[C:22]2[C:18]([N:19]=[CH:20][N:21]2[CH:24]2[CH2:29][CH2:28][CH2:27][CH2:26][O:25]2)=[C:17]([NH2:30])[N:16]=1, predict the reaction product. The product is: [CH3:7][C@H:8]([O:13][C:15]1[N:23]=[C:22]2[C:18]([N:19]=[CH:20][N:21]2[CH:24]2[CH2:29][CH2:28][CH2:27][CH2:26][O:25]2)=[C:17]([NH2:30])[N:16]=1)[CH2:9][CH2:10][CH2:11][CH3:12]. (2) Given the reactants [Br:1][C:2]1[CH:7]=[CH:6][C:5]([C:8](=[O:14])[CH2:9][CH2:10][C:11](O)=[O:12])=[CH:4][CH:3]=1.B.C1COCC1, predict the reaction product. The product is: [Br:1][C:2]1[CH:3]=[CH:4][C:5]([C:8](=[O:14])[CH2:9][CH2:10][CH2:11][OH:12])=[CH:6][CH:7]=1. (3) Given the reactants [Cl:1][C:2]1[CH:7]=[CH:6][N:5]=[C:4]2[CH:8]=[CH:9][S:10][C:3]=12.[Li]CCCC.Br[C:17]1[N:22]=[CH:21][C:20]([CH2:23][N:24]([CH2:28][CH2:29][O:30][CH3:31])[C:25](=[O:27])[CH3:26])=[CH:19][CH:18]=1.[NH4+].[Cl-], predict the reaction product. The product is: [Cl:1][C:2]1[CH:7]=[CH:6][N:5]=[C:4]2[CH:8]=[C:9]([C:17]3[N:22]=[CH:21][C:20]([CH2:23][N:24]([CH2:28][CH2:29][O:30][CH3:31])[C:25](=[O:27])[CH3:26])=[CH:19][CH:18]=3)[S:10][C:3]=12. (4) Given the reactants Br[C:2]1[CH:7]=[C:6]([C:8]2([C:19]3[CH:24]=[C:23]([CH3:25])[C:22]([O:26][CH3:27])=[C:21]([CH3:28])[CH:20]=3)[C:16]3[C:11](=[C:12]([F:17])[CH:13]=[CH:14][CH:15]=3)[C:10]([NH2:18])=[N:9]2)[CH:5]=[CH:4][N:3]=1.[N:29]1[CH:34]=[C:33](B(O)O)[CH:32]=[N:31][CH:30]=1, predict the reaction product. The product is: [F:17][C:12]1[CH:13]=[CH:14][CH:15]=[C:16]2[C:11]=1[C:10]([NH2:18])=[N:9][C:8]2([C:19]1[CH:24]=[C:23]([CH3:25])[C:22]([O:26][CH3:27])=[C:21]([CH3:28])[CH:20]=1)[C:6]1[CH:5]=[CH:4][N:3]=[C:2]([C:33]2[CH:34]=[N:29][CH:30]=[N:31][CH:32]=2)[CH:7]=1. (5) Given the reactants C([Li])CCC.Br[C:7]1[CH:8]=[N:9][CH:10]=[CH:11][CH:12]=1.[CH3:13][N:14]([CH2:16][CH:17]1[CH2:22][CH2:21][CH2:20][CH2:19][C:18]1=[O:23])[CH3:15].[Cl:24][Si](C)(C)C, predict the reaction product. The product is: [ClH:24].[CH3:15][N:14]([CH2:16][CH:17]1[CH2:22][CH2:21][CH2:20][CH2:19][C:18]1([C:7]1[CH:8]=[N:9][CH:10]=[CH:11][CH:12]=1)[OH:23])[CH3:13]. (6) Given the reactants [Br:1][C:2]1[S:6][C:5]([CH:7]([OH:13])[C:8]([O:10][CH2:11][CH3:12])=[O:9])=[CH:4][CH:3]=1.[CH3:14][C:15]([Si:18](Cl)([CH3:20])[CH3:19])([CH3:17])[CH3:16].C(N(CC)CC)C, predict the reaction product. The product is: [Br:1][C:2]1[S:6][C:5]([CH:7]([O:13][Si:18]([C:15]([CH3:17])([CH3:16])[CH3:14])([CH3:20])[CH3:19])[C:8]([O:10][CH2:11][CH3:12])=[O:9])=[CH:4][CH:3]=1. (7) Given the reactants [Br:1][C:2]1[CH:23]=[CH:22][C:5]([CH2:6][C:7]2[CH:8]=[N:9][C:10]3[N:11]([N:13]=[CH:14][C:15]=3[C:16]([NH:18][CH2:19][CH2:20][OH:21])=[O:17])[CH:12]=2)=[CH:4][CH:3]=1.[CH3:24][C:25]([O-:28])([CH3:27])[CH3:26].[K+].CC1(C)CO1, predict the reaction product. The product is: [Br:1][C:2]1[CH:3]=[CH:4][C:5]([CH2:6][C:7]2[CH:8]=[N:9][C:10]3[N:11]([N:13]=[CH:14][C:15]=3[C:16]([NH:18][CH2:19][CH2:20][O:21][CH2:24][C:25]([OH:28])([CH3:27])[CH3:26])=[O:17])[CH:12]=2)=[CH:22][CH:23]=1.